This data is from Catalyst prediction with 721,799 reactions and 888 catalyst types from USPTO. The task is: Predict which catalyst facilitates the given reaction. (1) Reactant: [CH3:1][O:2][C:3]([C:5]1[CH2:6][N:7]([C:21]([O:23][C:24]([CH3:27])([CH3:26])[CH3:25])=[O:22])[CH2:8][CH2:9][C:10]=1[C:11]1[CH:16]=[CH:15][C:14]([CH2:17][CH2:18][CH2:19][OH:20])=[CH:13][CH:12]=1)=[O:4].[Br:28][C:29]1[CH:34]=[CH:33][C:32]([F:35])=[CH:31][C:30]=1O.C(P(CCCC)CCCC)CCC.CCN(C(C)C)C(C)C. Product: [CH3:1][O:2][C:3]([C:5]1[CH2:6][N:7]([C:21]([O:23][C:24]([CH3:27])([CH3:26])[CH3:25])=[O:22])[CH2:8][CH2:9][C:10]=1[C:11]1[CH:16]=[CH:15][C:14]([CH2:17][CH2:18][CH2:19][O:20][C:34]2[CH:33]=[C:32]([F:35])[CH:31]=[CH:30][C:29]=2[Br:28])=[CH:13][CH:12]=1)=[O:4]. The catalyst class is: 260. (2) Reactant: [Cl:1][C:2]1[CH:14]=[CH:13][C:5]([O:6][C:7]([CH3:12])([CH3:11])[CH2:8][C:9]#[N:10])=[CH:4][CH:3]=1.OO.C(=O)([O-])[O-:18].[K+].[K+].O. Product: [Cl:1][C:2]1[CH:14]=[CH:13][C:5]([O:6][C:7]([CH3:11])([CH3:12])[CH2:8][C:9]([NH2:10])=[O:18])=[CH:4][CH:3]=1. The catalyst class is: 549.